Dataset: Peptide-MHC class I binding affinity with 185,985 pairs from IEDB/IMGT. Task: Regression. Given a peptide amino acid sequence and an MHC pseudo amino acid sequence, predict their binding affinity value. This is MHC class I binding data. (1) The peptide sequence is TRSFTTHFL. The MHC is HLA-A01:01 with pseudo-sequence HLA-A01:01. The binding affinity (normalized) is 0.0847. (2) The peptide sequence is QEAYYRARA. The MHC is HLA-B40:01 with pseudo-sequence HLA-B40:01. The binding affinity (normalized) is 0.0852. (3) The peptide sequence is FPFNYAAAF. The MHC is Mamu-A2201 with pseudo-sequence Mamu-A2201. The binding affinity (normalized) is 0.982.